This data is from Full USPTO retrosynthesis dataset with 1.9M reactions from patents (1976-2016). The task is: Predict the reactants needed to synthesize the given product. (1) Given the product [NH2:9][CH2:8][CH2:7][CH2:6][CH2:5][NH:10][CH2:3][CH2:2][C:1]#[N:4], predict the reactants needed to synthesize it. The reactants are: [C:1](#[N:4])[CH:2]=[CH2:3].[CH2:5]([NH2:10])[CH2:6][CH2:7][CH2:8][NH2:9]. (2) Given the product [Cl:1][C:2]1[CH:24]=[CH:23][C:5]([CH2:6][NH:7][C:8]([C:10]2[C:11](=[O:22])[C:12]3[CH:19]=[C:18]([CH2:20][N:41]([CH2:40][CH:39]([C:35]4[O:34][CH:38]=[CH:37][CH:36]=4)[OH:43])[CH3:42])[S:17][C:13]=3[N:14]([CH3:16])[CH:15]=2)=[O:9])=[CH:4][CH:3]=1, predict the reactants needed to synthesize it. The reactants are: [Cl:1][C:2]1[CH:24]=[CH:23][C:5]([CH2:6][NH:7][C:8]([C:10]2[C:11](=[O:22])[C:12]3[CH:19]=[C:18]([CH2:20]Cl)[S:17][C:13]=3[N:14]([CH3:16])[CH:15]=2)=[O:9])=[CH:4][CH:3]=1.C(N(CC)C(C)C)(C)C.[O:34]1[CH:38]=[CH:37][CH:36]=[C:35]1[CH:39]([OH:43])[CH2:40][NH:41][CH3:42].O. (3) Given the product [Br:1][C:2]1[CH:3]=[CH:4][C:5]2[C:11]3[S:12][C:13]([C:15]([N:41]=[C:38]([S:39][CH3:40])[NH:37][C:30]([O:32][C:33]([CH3:34])([CH3:35])[CH3:36])=[O:31])=[O:17])=[CH:14][C:10]=3[CH2:9][CH2:8][O:7][C:6]=2[CH:18]=1, predict the reactants needed to synthesize it. The reactants are: [Br:1][C:2]1[CH:3]=[CH:4][C:5]2[C:11]3[S:12][C:13]([C:15]([OH:17])=O)=[CH:14][C:10]=3[CH2:9][CH2:8][O:7][C:6]=2[CH:18]=1.CCN=C=NCCCN(C)C.[C:30]([NH:37][C:38](=[NH:41])[S:39][CH3:40])([O:32][C:33]([CH3:36])([CH3:35])[CH3:34])=[O:31]. (4) Given the product [CH2:27]([N:8]1[C:9]2[CH:10]=[C:11]([C:15]([O:17][CH3:18])=[O:16])[CH:12]=[C:13]3[N:2]([CH3:1])[S:3](=[O:24])(=[O:23])[C:4]([C:19]([O:21][CH3:22])=[O:20])=[CH:5][C:6]([C:14]=23)=[CH:7]1)[CH3:28], predict the reactants needed to synthesize it. The reactants are: [CH3:1][N:2]1[C:13]2[C:14]3[C:6](=[CH:7][NH:8][C:9]=3[CH:10]=[C:11]([C:15]([O:17][CH3:18])=[O:16])[CH:12]=2)[CH:5]=[C:4]([C:19]([O:21][CH3:22])=[O:20])[S:3]1(=[O:24])=[O:23].[H-].[Na+].[CH2:27](I)[CH3:28]. (5) Given the product [Cl:1][C:2]1[CH:3]=[C:4]([CH:9]2[C:18]3[C:13](=[CH:14][C:15]([C:31]4[N:32]=[N:33][C:34]([C:37]([F:40])([F:39])[F:38])=[CH:35][CH:36]=4)=[C:16]([F:19])[CH:17]=3)[CH2:12][N:11]([CH3:29])[CH2:10]2)[CH:5]=[CH:6][C:7]=1[Cl:8], predict the reactants needed to synthesize it. The reactants are: [Cl:1][C:2]1[CH:3]=[C:4]([CH:9]2[C:18]3[C:13](=[CH:14][C:15](B4OC(C)(C)C(C)(C)O4)=[C:16]([F:19])[CH:17]=3)[CH2:12][N:11]([CH3:29])[CH2:10]2)[CH:5]=[CH:6][C:7]=1[Cl:8].Cl[C:31]1[N:32]=[N:33][C:34]([C:37]([F:40])([F:39])[F:38])=[CH:35][CH:36]=1.C(=O)([O-])[O-].[Cs+].[Cs+]. (6) Given the product [N+:5]([C:8]1[CH:13]=[CH:12][CH:11]=[CH:10][C:9]=1[CH2:14][C:15]([N:18]=[C:21]=[S:1])=[O:17])([O-:7])=[O:6], predict the reactants needed to synthesize it. The reactants are: [S:1](Cl)(Cl)=O.[N+:5]([C:8]1[CH:13]=[CH:12][CH:11]=[CH:10][C:9]=1[CH2:14][C:15]([OH:17])=O)([O-:7])=[O:6].[N+:18]([C:21]1C=CC=CC=1CC(Cl)=O)([O-])=O. (7) Given the product [OH:2][CH:1]([C:28]1[CH:33]=[CH:32][CH:31]=[CH:30][CH:29]=1)[C:3]1[CH:4]=[CH:5][C:6]([C:9]2[N:14]=[CH:13][N:12]=[C:11]([NH:15][C@H:16]([C:24]([O:26][CH3:27])=[O:25])[CH2:17][C:18]3[CH:19]=[CH:20][CH:21]=[CH:22][CH:23]=3)[CH:10]=2)=[CH:7][CH:8]=1, predict the reactants needed to synthesize it. The reactants are: [CH:1]([C:3]1[CH:8]=[CH:7][C:6]([C:9]2[N:14]=[CH:13][N:12]=[C:11]([NH:15][C@H:16]([C:24]([O:26][CH3:27])=[O:25])[CH2:17][C:18]3[CH:23]=[CH:22][CH:21]=[CH:20][CH:19]=3)[CH:10]=2)=[CH:5][CH:4]=1)=[O:2].[C:28]1([Mg]Br)[CH:33]=[CH:32][CH:31]=[CH:30][CH:29]=1. (8) Given the product [CH2:1]([O:3][C:4](=[O:20])[C@@H:5]([OH:19])[CH:6]([CH3:21])[C:7](=[O:8])[C:9]1[CH:10]=[CH:11][CH:16]=[CH:17][CH:18]=1)[CH3:2], predict the reactants needed to synthesize it. The reactants are: [CH2:1]([O:3][C:4](=[O:20])[C@@H:5]([OH:19])[CH2:6][C:7]([C:9]1[CH:18]=[CH:17][C:16]2[C:11](=CC=CC=2)[CH:10]=1)=[O:8])[CH3:2].[CH3:21]CCCCC.CC(O)C.